Dataset: Full USPTO retrosynthesis dataset with 1.9M reactions from patents (1976-2016). Task: Predict the reactants needed to synthesize the given product. (1) Given the product [CH2:19]([C:5]1([CH2:4][NH2:1])[C:18]2[CH:17]=[CH:16][CH:15]=[CH:14][C:13]=2[O:12][C:11]2[C:6]1=[CH:7][CH:8]=[CH:9][CH:10]=2)[CH2:20][CH2:21][CH2:22][CH2:23][CH3:24], predict the reactants needed to synthesize it. The reactants are: [N:1]([CH2:4][C:5]1([CH2:19][CH2:20][CH2:21][CH2:22][CH2:23][CH3:24])[C:18]2[CH:17]=[CH:16][CH:15]=[CH:14][C:13]=2[O:12][C:11]2[C:6]1=[CH:7][CH:8]=[CH:9][CH:10]=2)=[N+]=[N-].C1(P(C2C=CC=CC=2)C2C=CC=CC=2)C=CC=CC=1.O. (2) Given the product [CH:1]([N:4]([CH2:5][C:6]1[CH:21]=[CH:20][CH:19]=[CH:18][C:7]=1[O:8][CH2:9][CH2:10][CH2:11][CH2:12][CH2:13][C:14]([O:16][CH2:17][CH3:36])=[O:15])[C:29](=[O:30])[C:28]1[CH:32]=[CH:33][C:25]([O:24][C:23]([F:35])([F:34])[F:22])=[CH:26][CH:27]=1)([CH3:3])[CH3:2], predict the reactants needed to synthesize it. The reactants are: [CH:1]([NH:4][CH2:5][C:6]1[CH:21]=[CH:20][CH:19]=[CH:18][C:7]=1[O:8][CH2:9][CH2:10][CH2:11][CH2:12][CH2:13][C:14]([O:16][CH3:17])=[O:15])([CH3:3])[CH3:2].[F:22][C:23]([F:35])([F:34])[O:24][C:25]1[CH:33]=[CH:32][C:28]([C:29](O)=[O:30])=[CH:27][CH:26]=1.[CH3:36]N(C(ON1N=NC2C=CC=CC1=2)=[N+](C)C)C.F[P-](F)(F)(F)(F)F.C(N(CC)CC)C.